This data is from NCI-60 drug combinations with 297,098 pairs across 59 cell lines. The task is: Regression. Given two drug SMILES strings and cell line genomic features, predict the synergy score measuring deviation from expected non-interaction effect. (1) Drug 1: CC1=C(C=C(C=C1)NC(=O)C2=CC=C(C=C2)CN3CCN(CC3)C)NC4=NC=CC(=N4)C5=CN=CC=C5. Drug 2: CC1C(C(CC(O1)OC2CC(OC(C2O)C)OC3=CC4=CC5=C(C(=O)C(C(C5)C(C(=O)C(C(C)O)O)OC)OC6CC(C(C(O6)C)O)OC7CC(C(C(O7)C)O)OC8CC(C(C(O8)C)O)(C)O)C(=C4C(=C3C)O)O)O)O. Cell line: SK-OV-3. Synergy scores: CSS=31.4, Synergy_ZIP=2.35, Synergy_Bliss=1.71, Synergy_Loewe=-33.0, Synergy_HSA=-1.10. (2) Drug 1: C1=CC(=C2C(=C1NCCNCCO)C(=O)C3=C(C=CC(=C3C2=O)O)O)NCCNCCO. Drug 2: C(CN)CNCCSP(=O)(O)O. Cell line: NCI-H460. Synergy scores: CSS=50.0, Synergy_ZIP=2.51, Synergy_Bliss=2.42, Synergy_Loewe=-54.0, Synergy_HSA=2.72.